From a dataset of Forward reaction prediction with 1.9M reactions from USPTO patents (1976-2016). Predict the product of the given reaction. (1) Given the reactants [CH2:1]([C:3]1[C:4]([O:15]C)=[N:5][C:6]([CH3:14])=[C:7]([C:9]2[N:13]=[CH:12][O:11][N:10]=2)[CH:8]=1)[CH3:2].[I-].[Na+].C(#N)C.Cl[Si](C)(C)C, predict the reaction product. The product is: [CH2:1]([C:3]1[C:4](=[O:15])[NH:5][C:6]([CH3:14])=[C:7]([C:9]2[N:13]=[CH:12][O:11][N:10]=2)[CH:8]=1)[CH3:2]. (2) The product is: [Cl:1][C:2]1[C:11]([C:12]2[CH:13]=[CH:14][CH:15]=[CH:16][CH:17]=2)=[C:10]([Cl:18])[C:9]2[C:4](=[C:5]([CH3:28])[CH:6]=[C:7]([C:19]([C:21]3[CH:22]=[N:23][C:24]([CH3:27])=[CH:25][CH:26]=3)([C:30]3[S:31][CH:32]=[CH:33][C:34]=3[CH3:35])[OH:20])[CH:8]=2)[N:3]=1. Given the reactants [Cl:1][C:2]1[C:11]([C:12]2[CH:17]=[CH:16][CH:15]=[CH:14][CH:13]=2)=[C:10]([Cl:18])[C:9]2[C:4](=[C:5]([CH3:28])[CH:6]=[C:7]([C:19]([C:21]3[CH:22]=[N:23][C:24]([CH3:27])=[CH:25][CH:26]=3)=[O:20])[CH:8]=2)[N:3]=1.Br[C:30]1[S:31][CH:32]=[CH:33][C:34]=1[CH3:35].[Li]CCCC, predict the reaction product. (3) Given the reactants Br.C[N:3]1[CH2:8][CH2:7][C@H:6]([C:9]2[CH:14]=[CH:13][C:12]([Cl:15])=[C:11]([Cl:16])[CH:10]=2)[C@H:5]([CH2:17][O:18][CH2:19][CH3:20])[CH2:4]1.ClC(OC(Cl)=O)C.[OH-].[Na+].N, predict the reaction product. The product is: [CH2:19]([O:18][CH2:17][C@H:5]1[C@@H:6]([C:9]2[CH:14]=[CH:13][C:12]([Cl:15])=[C:11]([Cl:16])[CH:10]=2)[CH2:7][CH2:8][NH:3][CH2:4]1)[CH3:20]. (4) Given the reactants [S:1]1[C:5]([C:6]2[NH:10][N:9]([C:11]3[S:12][C:13]4[CH:19]=[CH:18][CH:17]=[CH:16][C:14]=4[N:15]=3)[C:8](=[O:20])[CH:7]=2)=[CH:4][C:3]2[CH:21]=[CH:22][CH:23]=[CH:24][C:2]1=2.CO[CH:27](OC)[N:28]([CH3:30])[CH3:29], predict the reaction product. The product is: [S:1]1[C:5]([C:6]2[C:7](=[CH:27][N:28]([CH3:30])[CH3:29])[C:8](=[O:20])[N:9]([C:11]3[S:12][C:13]4[CH:19]=[CH:18][CH:17]=[CH:16][C:14]=4[N:15]=3)[N:10]=2)=[CH:4][C:3]2[CH:21]=[CH:22][CH:23]=[CH:24][C:2]1=2. (5) The product is: [Cl:15][C:16]1[N:21]=[C:20]([O:22][CH3:23])[C:19]([C:24]#[C:25][C@@H:26]2[CH2:31][CH2:30][CH2:29][C@H:28]([NH:32][C:11](=[O:13])[C@@H:9]([N:8]([CH3:14])[C:1](=[O:2])[O:3][C:4]([CH3:5])([CH3:6])[CH3:7])[CH3:10])[CH2:27]2)=[CH:18][N:17]=1. Given the reactants [C:1]([N:8]([CH3:14])[C@H:9]([C:11]([OH:13])=O)[CH3:10])([O:3][C:4]([CH3:7])([CH3:6])[CH3:5])=[O:2].[Cl:15][C:16]1[N:21]=[C:20]([O:22][CH3:23])[C:19]([C:24]#[C:25][C@@H:26]2[CH2:31][CH2:30][CH2:29][C@H:28]([NH2:32])[CH2:27]2)=[CH:18][N:17]=1.Cl.C(=O)([O-])O.[Na+], predict the reaction product. (6) Given the reactants [F:1][C:2]1[CH:7]=[CH:6][C:5]([CH:8]2[C:13]([C:14]([O:16]C)=O)=[C:12]([CH2:18][NH:19][C:20]3[CH:21]=[C:22]4[C:26](=[CH:27][CH:28]=3)[NH:25][N:24]=[CH:23]4)[NH:11][C:10](=[O:29])[NH:9]2)=[CH:4][CH:3]=1.[OH-].[Na+].N=C=N, predict the reaction product. The product is: [F:1][C:2]1[CH:7]=[CH:6][C:5]([CH:8]2[NH:9][C:10](=[O:29])[NH:11][CH:12]3[CH2:18][N:19]([C:20]4[CH:21]=[C:22]5[C:26](=[CH:27][CH:28]=4)[NH:25][N:24]=[CH:23]5)[C:14](=[O:16])[CH:13]23)=[CH:4][CH:3]=1.